From a dataset of Reaction yield outcomes from USPTO patents with 853,638 reactions. Predict the reaction yield, written as a fraction of the theoretical maximum amount of product (1.0 means a 100% yield; for example, 0.34 means a 34% yield). The product is [C:1]([NH:5][S:6]([C:9]1([CH3:14])[CH2:11][CH2:10]1)(=[O:8])=[O:7])([CH3:4])([CH3:3])[CH3:2]. The catalyst is C1COCC1. The reactants are [C:1]([NH:5][S:6]([CH2:9][CH2:10][CH2:11]Cl)(=[O:8])=[O:7])([CH3:4])([CH3:3])[CH3:2].[Li][CH2:14]CCC.CI. The yield is 0.810.